From a dataset of Reaction yield outcomes from USPTO patents with 853,638 reactions. Predict the reaction yield, written as a fraction of the theoretical maximum amount of product (1.0 means a 100% yield; for example, 0.34 means a 34% yield). (1) The catalyst is [OH-].[Na+]. The yield is 0.630. The product is [N:15]1([C:11]2[N:12]=[CH:13][N:14]=[C:9]([O:8][C@H:7]3[CH2:6][CH2:5][N:4]([C:32]([O:33][C:34]4([CH3:37])[CH2:36][CH2:35]4)=[O:38])[CH2:3][C@H:2]3[F:1])[C:10]=2[CH3:24])[C:23]2[C:18](=[N:19][CH:20]=[CH:21][CH:22]=2)[CH2:17][CH2:16]1. The reactants are [F:1][C@H:2]1[C@@H:7]([O:8][C:9]2[N:14]=[CH:13][N:12]=[C:11]([N:15]3[C:23]4[C:18](=[N:19][CH:20]=[CH:21][CH:22]=4)[CH2:17][CH2:16]3)[C:10]=2[CH3:24])[CH2:6][CH2:5][NH:4][CH2:3]1.C(N(CC)CC)C.[C:32](=O)([O:38]C1C=CC([N+]([O-])=O)=CC=1)[O:33][C:34]1([CH3:37])[CH2:36][CH2:35]1. (2) The reactants are [N+:1]([C:4]1[CH:9]=[CH:8][C:7]([N:10]2[CH2:15][CH2:14][N:13]([CH:16]3[CH2:19][O:18][CH2:17]3)[CH2:12][CH2:11]2)=[CH:6][CH:5]=1)([O-])=O. The catalyst is [Pd].C(O)C. The product is [O:18]1[CH2:19][CH:16]([N:13]2[CH2:12][CH2:11][N:10]([C:7]3[CH:8]=[CH:9][C:4]([NH2:1])=[CH:5][CH:6]=3)[CH2:15][CH2:14]2)[CH2:17]1. The yield is 0.900. (3) The reactants are [C:1]([N:4]1[CH2:10][C@H:9]([NH:11][C:12](=[O:16])[C@@H:13]([OH:15])[CH3:14])[C:8](=[O:17])[N:7]([CH3:18])[C:6]2[CH:19]=[CH:20][CH:21]=[CH:22][C:5]1=2)(=[O:3])[CH3:2].Cl[C:24]([O:26][C:27]1[CH:32]=[CH:31][C:30]([N+:33]([O-:35])=[O:34])=[CH:29][CH:28]=1)=[O:25]. The catalyst is N1C=CC=CC=1. The product is [N+:33]([C:30]1[CH:29]=[CH:28][C:27]([O:26][C:24](=[O:25])[O:15][C@H:13]([C:12](=[O:16])[NH:11][C@@H:9]2[C:8](=[O:17])[N:7]([CH3:18])[C:6]3[CH:19]=[CH:20][CH:21]=[CH:22][C:5]=3[N:4]([C:1](=[O:3])[CH3:2])[CH2:10]2)[CH3:14])=[CH:32][CH:31]=1)([O-:35])=[O:34]. The yield is 0.400. (4) The reactants are [C:1]1(=[O:5])[CH2:4][CH2:3][CH2:2]1.[CH:15]([BH-]([CH:15]([CH2:17][CH3:18])[CH3:16])[CH:15]([CH2:17][CH3:18])[CH3:16])([CH2:17][CH3:18])[CH3:16].[Li+].CCC[CH2:23][CH3:24].[O:25]1[CH2:29]CC[CH2:26]1. No catalyst specified. The product is [CH2:26]([O:25][CH2:29][C@@H:3]1[CH2:4][C@H:1]([OH:5])[CH2:2]1)[C:16]1[CH:15]=[CH:17][CH:18]=[CH:24][CH:23]=1. The yield is 0.890. (5) The reactants are [CH3:1][O:2][C:3]1[CH:4]=[C:5]([OH:18])[CH:6]=[C:7]([O:16][CH3:17])[C:8]=1[CH2:9][N:10]1[CH2:15][CH2:14][CH2:13][CH2:12][CH2:11]1.N1C=CC=CC=1.[F:25][C:26]([F:39])([F:38])[S:27](O[S:27]([C:26]([F:39])([F:38])[F:25])(=[O:29])=[O:28])(=[O:29])=[O:28]. The catalyst is C(Cl)Cl. The product is [CH3:1][O:2][C:3]1[CH:4]=[C:5]([O:18][S:27]([C:26]([F:39])([F:38])[F:25])(=[O:29])=[O:28])[CH:6]=[C:7]([O:16][CH3:17])[C:8]=1[CH2:9][N:10]1[CH2:11][CH2:12][CH2:13][CH2:14][CH2:15]1. The yield is 0.280. (6) The reactants are [CH3:1][C:2]1[CH:3]=[C:4]([OH:23])[CH:5]=[C:6]([CH3:22])[C:7]=1[CH2:8][C:9]1[CH:14]=[CH:13][C:12]([O:15]COC)=[C:11]([CH:19]([CH3:21])[CH3:20])[CH:10]=1.Cl. The catalyst is CO.O. The product is [CH3:22][C:6]1[CH:5]=[C:4]([OH:23])[CH:3]=[C:2]([CH3:1])[C:7]=1[CH2:8][C:9]1[CH:14]=[CH:13][C:12]([OH:15])=[C:11]([CH:19]([CH3:20])[CH3:21])[CH:10]=1. The yield is 0.890. (7) The reactants are [S:1]1[CH2:6][CH2:5][CH2:4][CH2:3][CH2:2]1.[CH3:7][O:8][C:9]1[CH:16]=[C:15]([O:17][CH3:18])[CH:14]=[CH:13][C:10]=1[CH2:11][NH2:12].C(O[BH-](OC(=O)C)OC(=O)C)(=O)C.[Na+]. The catalyst is ClCCl. The product is [CH3:7][O:8][C:9]1[CH:16]=[C:15]([O:17][CH3:18])[CH:14]=[CH:13][C:10]=1[CH2:11][NH:12][CH:4]1[CH2:5][CH2:6][S:1][CH2:2][CH2:3]1. The yield is 0.970. (8) The reactants are [Cl:1][C:2]1[CH:17]=[C:16]([F:18])[CH:15]=[CH:14][C:3]=1[C:4]([NH:6][C:7]1[CH:12]=[CH:11][CH:10]=[C:9]([NH2:13])[CH:8]=1)=[O:5].[CH3:19][N:20]1[CH2:25][CH2:24][C:23](=O)[CH2:22][CH2:21]1.C(O[BH-](OC(=O)C)OC(=O)C)(=O)C.[Na+].C(O)(=O)C. The catalyst is ClCCl. The product is [ClH:1].[ClH:1].[Cl:1][C:2]1[CH:17]=[C:16]([F:18])[CH:15]=[CH:14][C:3]=1[C:4]([NH:6][C:7]1[CH:12]=[CH:11][CH:10]=[C:9]([NH:13][CH:23]2[CH2:24][CH2:25][N:20]([CH3:19])[CH2:21][CH2:22]2)[CH:8]=1)=[O:5]. The yield is 0.870.